From a dataset of CYP2D6 inhibition data for predicting drug metabolism from PubChem BioAssay. Regression/Classification. Given a drug SMILES string, predict its absorption, distribution, metabolism, or excretion properties. Task type varies by dataset: regression for continuous measurements (e.g., permeability, clearance, half-life) or binary classification for categorical outcomes (e.g., BBB penetration, CYP inhibition). Dataset: cyp2d6_veith. (1) The molecule is CCOC(=O)C1CCCN(C(=O)CCn2nc(-c3ccccc3)ccc2=O)C1. The result is 0 (non-inhibitor). (2) The drug is CC(C)(C)N1C(=O)[C@@H]2CC=C3C(=O)[C@H]4O[C@H]4[C@@H](O)[C@H]3[C@H]2C1=O. The result is 0 (non-inhibitor). (3) The drug is CN(C)c1ccc(-c2nc(-n3ccnc3)c3ccccc3n2)cc1. The result is 1 (inhibitor).